From a dataset of Reaction yield outcomes from USPTO patents with 853,638 reactions. Predict the reaction yield, written as a fraction of the theoretical maximum amount of product (1.0 means a 100% yield; for example, 0.34 means a 34% yield). The reactants are C1(C2C=CC=CC=2)C=CC=C(N[C:8](=[O:22])[CH2:9][CH2:10][CH2:11][CH2:12][CH2:13][NH:14][C:15](=[O:21])[O:16][C:17]([CH3:20])([CH3:19])[CH3:18])C=1.[NH2:29][C@@H:30]([C:38]([O:40][CH3:41])=[O:39])[CH2:31][C:32]1[CH:37]=[CH:36][CH:35]=[CH:34][CH:33]=1.Cl.C1(C2C=C([CH:53]=[CH:54][CH:55]=2)N)C=CC=CC=1. No catalyst specified. The product is [NH:14]([C:15]([O:21][CH2:55][CH:54]=[CH2:53])=[O:16])[C@H:9]([C:8]([NH:29][C@@H:30]([C:38]([O:40][CH3:41])=[O:39])[CH2:31][C:32]1[CH:37]=[CH:36][CH:35]=[CH:34][CH:33]=1)=[O:22])[CH2:10][CH2:11][CH2:12][CH2:13][NH:14][C:15]([O:16][C:17]([CH3:18])([CH3:19])[CH3:20])=[O:21]. The yield is 0.510.